From a dataset of Retrosynthesis with 50K atom-mapped reactions and 10 reaction types from USPTO. Predict the reactants needed to synthesize the given product. (1) Given the product CSCc1c(F)cccc1[N+](=O)[O-], predict the reactants needed to synthesize it. The reactants are: C[S-].O=[N+]([O-])c1cccc(F)c1CBr. (2) Given the product COC(=O)c1ccc(C2(NC(=O)c3cc(Cl)cnc3N3CC(Nc4cccc(C(F)(F)F)c4)C3)CC2)cc1, predict the reactants needed to synthesize it. The reactants are: COC(=O)c1ccc(C2(N)CC2)cc1.O=C(O)c1cc(Cl)cnc1N1CC(Nc2cccc(C(F)(F)F)c2)C1. (3) Given the product FC(F)C1CCNc2ccccc21, predict the reactants needed to synthesize it. The reactants are: O=C1CC(C(F)F)c2ccccc2N1. (4) Given the product CCOC(=O)C(CO)NC(=O)c1ccc(C=O)cc1, predict the reactants needed to synthesize it. The reactants are: CCOC(=O)C(N)CO.O=Cc1ccc(C(=O)O)cc1. (5) Given the product CCC(=O)c1ccc2c(c1)CC(C)CS2, predict the reactants needed to synthesize it. The reactants are: CC1CSc2ccccc2C1.CCC(=O)Cl.